Dataset: Retrosynthesis with 50K atom-mapped reactions and 10 reaction types from USPTO. Task: Predict the reactants needed to synthesize the given product. Given the product CC(C)c1ccc2c(Nc3cc(C(=O)NC(C)c4cccnc4)ccc3Sc3ccc(NC(=O)OC(C)(C)C)cc3)ncnc2n1, predict the reactants needed to synthesize it. The reactants are: CC(C)c1ccc2c(Nc3cc(C(=O)O)ccc3Sc3ccc(NC(=O)OC(C)(C)C)cc3)ncnc2n1.CC(N)c1cccnc1.